This data is from Forward reaction prediction with 1.9M reactions from USPTO patents (1976-2016). The task is: Predict the product of the given reaction. (1) Given the reactants [CH3:1][O:2][C:3]1[CH:22]=[CH:21][C:6]([CH2:7][O:8][C@H:9]([C@H:11]([CH2:16][CH2:17][CH:18]([CH3:20])[CH3:19])[C@@H:12]([OH:15])[CH:13]=[CH2:14])[CH3:10])=[CH:5][CH:4]=1.[CH:23]1(N(C)[CH:23]2[CH2:28][CH2:27][CH2:26][CH2:25][CH2:24]2)[CH2:28][CH2:27][CH2:26][CH2:25][CH2:24]1.C(O)(=O)C.C(O)(=O)C.C1([Bi](C2C=CC=CC=2)C2C=CC=CC=2)C=CC=CC=1, predict the reaction product. The product is: [CH3:1][O:2][C:3]1[CH:4]=[CH:5][C:6]([CH2:7][O:8][C@H:9]([C@@H:11]([C@@H:12]([O:15][C:23]2[CH:28]=[CH:27][CH:26]=[CH:25][CH:24]=2)[CH:13]=[CH2:14])[CH2:16][CH2:17][CH:18]([CH3:19])[CH3:20])[CH3:10])=[CH:21][CH:22]=1. (2) Given the reactants [Cl:1][C:2]1[CH:28]=[CH:27][C:5]([CH2:6][CH:7]2[C:16]3[C:11](=[CH:12][CH:13]=[C:14]([C:17]#[N:18])[CH:15]=3)[CH2:10][CH2:9][CH:8]2[NH:19]C(=O)OC(C)(C)C)=[CH:4][CH:3]=1.Cl, predict the reaction product. The product is: [ClH:1].[NH2:19][CH:8]1[CH:7]([CH2:6][C:5]2[CH:4]=[CH:3][C:2]([Cl:1])=[CH:28][CH:27]=2)[C:16]2[CH:15]=[C:14]([C:17]#[N:18])[CH:13]=[CH:12][C:11]=2[CH2:10][CH2:9]1. (3) Given the reactants [F:1][C:2]1[CH:3]=[C:4]([C@@:13]2([NH:22][S@@](C(C)(C)C)=O)[C:17]3=[N:18][CH:19]=[CH:20][CH:21]=[C:16]3[O:15][CH2:14]2)[CH:5]=[CH:6][C:7]=1[O:8][C:9]([F:12])([F:11])[F:10].Cl.[CH3:30][O:31][C:32]([C:34]1[CH:35]=[CH:36][C:37]([C:40](O)=[O:41])=[N:38][CH:39]=1)=[O:33].CN(C(ON1N=NC2C=CC=NC1=2)=[N+](C)C)C.F[P-](F)(F)(F)(F)F.CCN(C(C)C)C(C)C, predict the reaction product. The product is: [F:1][C:2]1[CH:3]=[C:4]([C@@:13]2([NH:22][C:40]([C:37]3[CH:36]=[CH:35][C:34]([C:32]([O:31][CH3:30])=[O:33])=[CH:39][N:38]=3)=[O:41])[C:17]3=[N:18][CH:19]=[CH:20][CH:21]=[C:16]3[O:15][CH2:14]2)[CH:5]=[CH:6][C:7]=1[O:8][C:9]([F:10])([F:11])[F:12].